Dataset: Full USPTO retrosynthesis dataset with 1.9M reactions from patents (1976-2016). Task: Predict the reactants needed to synthesize the given product. Given the product [CH2:1]([O:8][C:9]([NH:11][C@H:12]([C:13]1[O:15][N:72]=[C:71]([C:73]2[CH:78]=[CH:77][C:76]([C:79]3[CH:80]=[CH:81][CH:82]=[CH:83][CH:84]=3)=[CH:75][CH:74]=2)[N:70]=1)[CH2:16][CH2:17][CH2:18][CH2:19][NH:20][C:21](=[O:22])[O:23][C:24]([CH3:27])([CH3:26])[CH3:25])=[O:10])[C:2]1[CH:3]=[CH:4][CH:5]=[CH:6][CH:7]=1, predict the reactants needed to synthesize it. The reactants are: [CH2:1]([O:8][C:9]([NH:11][C@@H:12]([CH2:16][CH2:17][CH2:18][CH2:19][NH:20][C:21]([O:23][C:24]([CH3:27])([CH3:26])[CH3:25])=[O:22])[C:13]([OH:15])=O)=[O:10])[C:2]1[CH:7]=[CH:6][CH:5]=[CH:4][CH:3]=1.CN(C(ON1N=NC2C=CC=CC1=2)=[N+](C)C)C.[B-](F)(F)(F)F.C1C=CC2N(O)N=NC=2C=1.CCN(C(C)C)C(C)C.O[N:70]=[C:71]([C:73]1[CH:78]=[CH:77][C:76]([C:79]2[CH:84]=[CH:83][CH:82]=[CH:81][CH:80]=2)=[CH:75][CH:74]=1)[NH2:72].